Dataset: Forward reaction prediction with 1.9M reactions from USPTO patents (1976-2016). Task: Predict the product of the given reaction. Given the reactants CS([C:5]1[CH:10]=[CH:9][C:8]([C:11]#[C:12][CH2:13][CH2:14][N:15]([C@H:29]2[CH2:34][CH2:33][C@H:32]([CH3:35])[CH2:31][CH2:30]2)[C:16](=[O:28])[NH:17][C:18]2[S:19][C:20]([S:23][CH2:24][C:25]([OH:27])=[O:26])=[CH:21][N:22]=2)=[CH:7][CH:6]=1)(=O)=O.BrC1C=CC=CC=1, predict the reaction product. The product is: [CH3:35][C@H:32]1[CH2:33][CH2:34][C@H:29]([N:15]([CH2:14][CH2:13][C:12]#[C:11][C:8]2[CH:7]=[CH:6][CH:5]=[CH:10][CH:9]=2)[C:16](=[O:28])[NH:17][C:18]2[S:19][C:20]([S:23][CH2:24][C:25]([OH:27])=[O:26])=[CH:21][N:22]=2)[CH2:30][CH2:31]1.